From a dataset of Catalyst prediction with 721,799 reactions and 888 catalyst types from USPTO. Predict which catalyst facilitates the given reaction. (1) Reactant: [N:1]1([CH2:6][CH2:7][CH2:8][NH:9][S:10]([C:13]2[CH:18]=[CH:17][C:16]([CH3:19])=[C:15]([S:20]([C:22]3[CH:27]=[CH:26][CH:25]=[CH:24][CH:23]=3)=[O:21])[CH:14]=2)(=[O:12])=[O:11])[CH:5]=[CH:4][N:3]=[CH:2]1.ClC1C=CC=C(C(OO)=[O:36])C=1. Product: [N:1]1([CH2:6][CH2:7][CH2:8][NH:9][S:10]([C:13]2[CH:18]=[CH:17][C:16]([CH3:19])=[C:15]([S:20]([C:22]3[CH:27]=[CH:26][CH:25]=[CH:24][CH:23]=3)(=[O:36])=[O:21])[CH:14]=2)(=[O:12])=[O:11])[CH:5]=[CH:4][N:3]=[CH:2]1. The catalyst class is: 2. (2) Reactant: [Br:1][C:2]1[CH:7]=[C:6]([NH:8][CH:9]2[CH2:14][CH2:13][N:12]([CH:15]3[CH2:20][CH2:19][O:18][CH2:17][CH2:16]3)[CH2:11][CH2:10]2)[C:5]([NH2:21])=[CH:4][C:3]=1[C:22]([F:25])([F:24])[F:23].C(N(C(C)C)CC)(C)C.Cl[C:36](OCC)=[O:37]. Product: [Br:1][C:2]1[C:3]([C:22]([F:23])([F:25])[F:24])=[CH:4][C:5]2[NH:21][C:36](=[O:37])[N:8]([CH:9]3[CH2:10][CH2:11][N:12]([CH:15]4[CH2:20][CH2:19][O:18][CH2:17][CH2:16]4)[CH2:13][CH2:14]3)[C:6]=2[CH:7]=1. The catalyst class is: 7. (3) Reactant: Br[C:2]1[CH:7]=[CH:6][C:5]([CH:8]2[CH2:14][CH2:13][C:12](=O)[NH:11][C:10]3[N:16]([CH3:20])[N:17]=[C:18]([CH3:19])[C:9]2=3)=[C:4]([CH3:21])[CH:3]=1.BrC1C=CC(C=O)=C(C)C=1.CN1C(N)=CC(C)=N1.[Li]CCCC.[C:45](=[O:47])=[O:46]. Product: [CH3:20][N:16]1[C:10]2[NH:11][CH2:12][CH2:13][CH2:14][CH:8]([C:5]3[CH:6]=[CH:7][C:2]([C:45]([OH:47])=[O:46])=[CH:3][C:4]=3[CH3:21])[C:9]=2[C:18]([CH3:19])=[N:17]1. The catalyst class is: 1. (4) Reactant: [CH2:1]([P:7](=[O:10])([OH:9])[OH:8])[CH2:2][P:3](=[O:6])([OH:5])[OH:4].C(Cl)(=O)C(Cl)=O.[F:17][C:18]1([F:34])[C@H:22]([OH:23])[C@@H:21]([CH2:24]O)[O:20][C@H:19]1[N:26]1[CH:33]=[CH:32][C:30]([NH2:31])=[N:29][C:27]1=[O:28]. Product: [CH2:1]([P:7]([O:9][CH2:24][C@H:21]1[O:20][C@@H:19]([N:26]2[CH:33]=[CH:32][C:30]([NH2:31])=[N:29][C:27]2=[O:28])[C:18]([F:17])([F:34])[C@@H:22]1[OH:23])(=[O:8])[OH:10])[CH2:2][P:3](=[O:5])([OH:4])[OH:6]. The catalyst class is: 3. (5) Reactant: [OH:1][C:2]1[C:3]([CH:11]2[C:19]3[C:14](=[CH:15][CH:16]=[CH:17][CH:18]=3)[N:13]([CH2:20][CH2:21][CH2:22][CH2:23][CH3:24])[C:12]2=[O:25])=[CH:4][C:5]2[O:9][CH2:8][O:7][C:6]=2[CH:10]=1.C(N(CC)CC)C.Cl[Si](C)(C)C.[CH2:38]=[O:39].FC(F)(F)S([O-])(=O)=O.[Yb+3].FC(F)(F)S([O-])(=O)=O.FC(F)(F)S([O-])(=O)=O. Product: [OH:1][C:2]1[C:3]([C:11]2([CH2:38][OH:39])[C:19]3[C:14](=[CH:15][CH:16]=[CH:17][CH:18]=3)[N:13]([CH2:20][CH2:21][CH2:22][CH2:23][CH3:24])[C:12]2=[O:25])=[CH:4][C:5]2[O:9][CH2:8][O:7][C:6]=2[CH:10]=1. The catalyst class is: 2. (6) Reactant: Cl[C:2]1[CH:7]=[C:6]([C:8]([F:11])([F:10])[F:9])[CH:5]=[C:4]([Cl:12])[N:3]=1.[NH:13]1[CH2:17][CH2:16][C@H:15]([OH:18])[CH2:14]1.C(N(C(C)C)C(C)C)C.CN1CCCC1=O. Product: [Cl:12][C:4]1[N:3]=[C:2]([N:13]2[CH2:17][CH2:16][CH:15]([OH:18])[CH2:14]2)[CH:7]=[C:6]([C:8]([F:11])([F:10])[F:9])[CH:5]=1. The catalyst class is: 6. (7) Reactant: C([N+](CCCC)(CCCC)CCCC)CCC.[P:18]([O:22][CH2:23][C@@H:24]1[C@@H:28]([O:29][P:30]([O:33][CH2:34][C@@H:35]2[C@@H:39]([OH:40])[C@@H:38]([OH:41])[C@H:37]([N:42]3[CH:50]=[N:49][C:48]4[C:43]3=[N:44][CH:45]=[N:46][C:47]=4[NH2:51])[O:36]2)([OH:32])=[O:31])[CH2:27][C@H:26]([N:52]2[CH:57]=[CH:56][C:55]([NH2:58])=[N:54][C:53]2=[O:59])[O:25]1)([OH:21])([OH:20])=[O:19].[N:60]([CH2:63][CH2:64][CH2:65][C@H:66]([NH:73][C:74]([O:76][C:77]([CH3:80])([CH3:79])[CH3:78])=[O:75])[C:67](OCC#N)=[O:68])=[N+:61]=[N-:62]. Product: [N:60]([CH2:63][CH2:64][CH2:65][C@@H:66]([NH:73][C:74]([O:76][C:77]([CH3:80])([CH3:79])[CH3:78])=[O:75])[C:67]([O:40][C@H:39]1[C@@H:38]([OH:41])[C@H:37]([N:42]2[CH:50]=[N:49][C:48]3[C:43]2=[N:44][CH:45]=[N:46][C:47]=3[NH2:51])[O:36][C@H:35]1[CH2:34][O:33][P:30]([O:29][C@H:28]1[CH2:27][C@H:26]([N:52]2[CH:57]=[CH:56][C:55]([NH2:58])=[N:54][C:53]2=[O:59])[O:25][C@@H:24]1[CH2:23][O:22][P:18]([OH:21])([OH:20])=[O:19])([OH:32])=[O:31])=[O:68])=[N+:61]=[N-:62]. The catalyst class is: 132.